From a dataset of CYP3A4 inhibition data for predicting drug metabolism from PubChem BioAssay. Regression/Classification. Given a drug SMILES string, predict its absorption, distribution, metabolism, or excretion properties. Task type varies by dataset: regression for continuous measurements (e.g., permeability, clearance, half-life) or binary classification for categorical outcomes (e.g., BBB penetration, CYP inhibition). Dataset: cyp3a4_veith. (1) The molecule is O=C1[C@H]2CC[C@@H]3/C(=N\OCc4ccccc4)C[C@@H](O)[C@@H](O)[C@@H]3[C@@H]2C(=O)N1C1CCCCC1. The result is 0 (non-inhibitor). (2) The compound is CS(=O)(=O)N1CCC2(CCCN(c3ccncc3)C2)CC1. The result is 0 (non-inhibitor).